This data is from Full USPTO retrosynthesis dataset with 1.9M reactions from patents (1976-2016). The task is: Predict the reactants needed to synthesize the given product. (1) The reactants are: [O:1]=[C:2]1[NH:6][C:5](=[O:7])[C:4](=[CH:8][C:9]2[CH:14]=[CH:13][C:12]([C:15]3[CH:20]=[CH:19][CH:18]=[C:17]([CH2:21][N:22]([CH3:40])[C:23](=[O:39])[O:24][CH2:25][CH:26]4[C:38]5[CH:37]=[CH:36][CH:35]=[CH:34][C:33]=5[C:32]5[C:27]4=[CH:28][CH:29]=[CH:30][CH:31]=5)[CH:16]=3)=[CH:11][CH:10]=2)[S:3]1. Given the product [O:1]=[C:2]1[NH:6][C:5](=[O:7])[CH:4]([CH2:8][C:9]2[CH:10]=[CH:11][C:12]([C:15]3[CH:20]=[CH:19][CH:18]=[C:17]([CH2:21][N:22]([CH3:40])[C:23](=[O:39])[O:24][CH2:25][CH:26]4[C:38]5[CH:37]=[CH:36][CH:35]=[CH:34][C:33]=5[C:32]5[C:27]4=[CH:28][CH:29]=[CH:30][CH:31]=5)[CH:16]=3)=[CH:13][CH:14]=2)[S:3]1, predict the reactants needed to synthesize it. (2) Given the product [C:1]([C:11]1[CH:18]=[CH:17][C:14]([CH2:15][NH:19][CH2:20][C:21]2[CH:26]=[CH:25][C:24]([CH2:27][CH2:28][C:29]([O:31][CH3:32])=[O:30])=[CH:23][CH:22]=2)=[CH:13][CH:12]=1)#[C:2][CH2:3][CH2:4][CH2:5][CH2:6][CH2:7][CH2:8][CH2:9][CH3:10], predict the reactants needed to synthesize it. The reactants are: [C:1]([C:11]1[CH:18]=[CH:17][C:14]([CH:15]=O)=[CH:13][CH:12]=1)#[C:2][CH2:3][CH2:4][CH2:5][CH2:6][CH2:7][CH2:8][CH2:9][CH3:10].[NH2:19][CH2:20][C:21]1[CH:26]=[CH:25][C:24]([CH2:27][CH2:28][C:29]([O:31][CH3:32])=[O:30])=[CH:23][CH:22]=1. (3) Given the product [CH2:39]([O:38][CH2:37][C@@H:30]1[CH2:31][C:32]([F:36])([F:35])[CH2:33][CH2:34][C@H:29]1[CH2:27][OH:28])[C:40]1[CH:41]=[CH:42][CH:43]=[CH:44][CH:45]=1, predict the reactants needed to synthesize it. The reactants are: [Li]CCCC.C(S)C1C=CC=CC=1.C([C@@H]1COC(=O)N1[C:27]([C@@H:29]1[CH2:34][CH2:33][C:32]([F:36])([F:35])[CH2:31][C@H:30]1[CH2:37][O:38][CH2:39][C:40]1[CH:45]=[CH:44][CH:43]=[CH:42][CH:41]=1)=[O:28])C1C=CC=CC=1.[H-].[H-].[H-].[H-].[Li+].[Al+3]. (4) The reactants are: [CH3:1][C:2]1([CH2:7]/[CH:8]=[CH:9]/[C:10]23[CH2:17][CH2:16][C:13]([C:18]([O:20][CH3:21])=[O:19])([CH2:14][CH2:15]2)[CH2:12][CH2:11]3)[O:6][CH2:5][CH2:4][O:3]1.[H][H]. Given the product [CH3:1][C:2]1([CH2:7][CH2:8][CH2:9][C:10]23[CH2:11][CH2:12][C:13]([C:18]([O:20][CH3:21])=[O:19])([CH2:16][CH2:17]2)[CH2:14][CH2:15]3)[O:3][CH2:4][CH2:5][O:6]1, predict the reactants needed to synthesize it. (5) The reactants are: [Br:1][C:2]1[CH:3]=[C:4]([CH2:8][C:9]#[N:10])[CH:5]=[CH:6][CH:7]=1.B.Cl. Given the product [Br:1][C:2]1[CH:3]=[C:4]([CH2:8][CH2:9][NH2:10])[CH:5]=[CH:6][CH:7]=1, predict the reactants needed to synthesize it. (6) Given the product [CH2:11]1[C:12]2[C:17](=[CH:16][CH:15]=[CH:14][CH:13]=2)[CH2:18][CH:10]1[NH:9][C:7]([NH:6][CH2:5][CH2:4][CH2:3][CH:2]=[O:1])=[O:8], predict the reactants needed to synthesize it. The reactants are: [OH:1][CH2:2][CH2:3][CH2:4][CH2:5][NH:6][C:7]([NH:9][CH:10]1[CH2:18][C:17]2[C:12](=[CH:13][CH:14]=[CH:15][CH:16]=2)[CH2:11]1)=[O:8].O=CCCCNC(=O)C1C=CC=CC=1.